This data is from Catalyst prediction with 721,799 reactions and 888 catalyst types from USPTO. The task is: Predict which catalyst facilitates the given reaction. (1) Reactant: [ClH:1].[NH:2]1[C:6]2[CH:7]=[CH:8][CH:9]=[CH:10][C:5]=2[N:4]=[N:3]1.[N:11]#[C:12][NH2:13]. Product: [ClH:1].[N:2]1([C:12](=[NH:11])[NH2:13])[C:6]2[CH:7]=[CH:8][CH:9]=[CH:10][C:5]=2[N:4]=[N:3]1. The catalyst class is: 28. (2) Reactant: [CH2:1]([O:3][C:4](=[O:14])[CH2:5][NH:6][C:7]([O:9][C:10]([CH3:13])([CH3:12])[CH3:11])=[O:8])[CH3:2].[H-].[Na+].[CH2:17]([O:19][C:20]([C:22]1[C:26]([Cl:27])=[C:25]([Cl:28])[N:24]([CH2:29][CH2:30][CH:31]([CH3:33])[CH3:32])[C:23]=1[CH2:34]Br)=[O:21])[CH3:18]. Product: [CH2:17]([O:19][C:20]([C:22]1[C:26]([Cl:27])=[C:25]([Cl:28])[N:24]([CH2:29][CH2:30][CH:31]([CH3:33])[CH3:32])[C:23]=1[CH2:34][N:6]([C:7]([O:9][C:10]([CH3:13])([CH3:12])[CH3:11])=[O:8])[CH2:5][C:4]([O:3][CH2:1][CH3:2])=[O:14])=[O:21])[CH3:18]. The catalyst class is: 3. (3) Reactant: [NH2:1][C:2]1[CH:6]=[C:5]([C:7]2[CH:12]=[CH:11][C:10]([F:13])=[CH:9][CH:8]=2)[S:4][C:3]=1[C:14]#[N:15].C[Sn]([N:20]=[N+:21]=[N-:22])(C)C. Product: [F:13][C:10]1[CH:9]=[CH:8][C:7]([C:5]2[S:4][C:3]([C:14]3[NH:22][N:21]=[N:20][N:15]=3)=[C:2]([NH2:1])[CH:6]=2)=[CH:12][CH:11]=1. The catalyst class is: 113. (4) Reactant: [Cl:1][C:2]1[CH:10]=[CH:9][C:8]([CH3:11])=[CH:7][C:3]=1[C:4]([OH:6])=[O:5].[Br:12]N1C(=O)CCC1=O. Product: [Br:12][CH2:11][C:8]1[CH:9]=[CH:10][C:2]([Cl:1])=[C:3]([CH:7]=1)[C:4]([OH:6])=[O:5]. The catalyst class is: 22. (5) Reactant: [N+:1]([C:4]1[CH:5]=[C:6]([CH:8]=[CH:9][CH:10]=1)[NH2:7])([O-:3])=[O:2].[CH:11]1([C:14](Cl)=[O:15])[CH2:13][CH2:12]1.C(=O)([O-])[O-].[K+].[K+]. Product: [N+:1]([C:4]1[CH:5]=[C:6]([NH:7][C:14]([CH:11]2[CH2:13][CH2:12]2)=[O:15])[CH:8]=[CH:9][CH:10]=1)([O-:3])=[O:2]. The catalyst class is: 4. (6) Reactant: [S:1]1[C:5]2[CH:6]=[CH:7][CH:8]=[CH:9][C:4]=2[N:3]=[C:2]1[C:10]1[C:14]([C:15]([NH:17][C@@H:18]([CH3:21])[CH2:19][OH:20])=[O:16])=[CH:13][N:12](COCC[Si](C)(C)C)[N:11]=1.FC(F)(F)C(O)=O.CO.[OH-].[NH4+]. Product: [S:1]1[C:5]2[CH:6]=[CH:7][CH:8]=[CH:9][C:4]=2[N:3]=[C:2]1[C:10]1[C:14]([C:15]([NH:17][C@@H:18]([CH3:21])[CH2:19][OH:20])=[O:16])=[CH:13][NH:12][N:11]=1. The catalyst class is: 4. (7) Reactant: C([O:3][C:4](=[O:32])[C:5]1[CH:10]=[C:9]([N:11]2[C:15]([CH3:16])=[CH:14][CH:13]=[C:12]2[C:17]2[CH:22]=[C:21]([Cl:23])[CH:20]=[CH:19][C:18]=2[O:24][CH2:25][C:26]2[CH:31]=[CH:30][CH:29]=[CH:28][CH:27]=2)[CH:8]=[N:7][CH:6]=1)C.C(O)C. Product: [Cl:23][C:21]1[CH:20]=[CH:19][C:18]([O:24][CH2:25][C:26]2[CH:27]=[CH:28][CH:29]=[CH:30][CH:31]=2)=[C:17]([C:12]2[N:11]([C:9]3[CH:8]=[N:7][CH:6]=[C:5]([CH:10]=3)[C:4]([OH:32])=[O:3])[C:15]([CH3:16])=[CH:14][CH:13]=2)[CH:22]=1. The catalyst class is: 13. (8) Reactant: [C:1]([O:5][C:6]([N:8]1[C@H:12]([CH:13]=[CH:14][CH2:15][Si](C)(C)C)[CH2:11][O:10][C:9]1([CH3:21])[CH3:20])=[O:7])([CH3:4])([CH3:3])[CH3:2].[B-](F)(F)(F)[F:23].[B-](F)(F)(F)F.C1[N+]2(CCl)CC[N+](F)(CC2)C1.C([O-])(O)=O.[Na+]. Product: [C:1]([O:5][C:6]([N:8]1[C@H:12]([CH:13]([F:23])[CH:14]=[CH2:15])[CH2:11][O:10][C:9]1([CH3:21])[CH3:20])=[O:7])([CH3:4])([CH3:3])[CH3:2]. The catalyst class is: 10.